From a dataset of Forward reaction prediction with 1.9M reactions from USPTO patents (1976-2016). Predict the product of the given reaction. Given the reactants [C:1]([NH2:6])(=O)[CH:2]([CH3:4])[CH3:3].[CH3:7]N(C(OC)OC)C.CC(N(C)C)=O.[CH3:21][O:22][C:23](=[O:39])[C:24]1[CH:29]=[C:28]([C:30]2[CH:35]=[CH:34][C:33]([CH3:36])=[CH:32][N:31]=2)[CH:27]=[C:26]([NH:37][NH2:38])[CH:25]=1, predict the reaction product. The product is: [CH3:21][O:22][C:23](=[O:39])[C:24]1[CH:29]=[C:28]([C:30]2[CH:35]=[CH:34][C:33]([CH3:36])=[CH:32][N:31]=2)[CH:27]=[C:26]([N:37]2[C:1]([CH:2]([CH3:4])[CH3:3])=[N:6][CH:7]=[N:38]2)[CH:25]=1.